Task: Regression. Given a peptide amino acid sequence and an MHC pseudo amino acid sequence, predict their binding affinity value. This is MHC class I binding data.. Dataset: Peptide-MHC class I binding affinity with 185,985 pairs from IEDB/IMGT (1) The peptide sequence is TYHTTSAVTV. The MHC is H-2-Kd with pseudo-sequence H-2-Kd. The binding affinity (normalized) is 0.648. (2) The peptide sequence is NILVAGNLI. The MHC is HLA-A03:01 with pseudo-sequence HLA-A03:01. The binding affinity (normalized) is 0.0847.